Dataset: Tyrosyl-DNA phosphodiesterase HTS with 341,365 compounds. Task: Binary Classification. Given a drug SMILES string, predict its activity (active/inactive) in a high-throughput screening assay against a specified biological target. (1) The drug is Clc1cc(N2CCN(S(=O)(=O)c3cc([nH]c3)C(OC)=O)CC2)c(cc1)C. The result is 0 (inactive). (2) The drug is Brc1ccc(NC(=O)CSc2[nH]c3CCCCc3c(=O)n2)cc1. The result is 0 (inactive).